From a dataset of Forward reaction prediction with 1.9M reactions from USPTO patents (1976-2016). Predict the product of the given reaction. (1) Given the reactants [OH:1][C@H:2]([CH3:27])[CH2:3][N:4]1[C:8]([CH3:9])=[C:7]([C:10]([O:12][CH2:13][C:14]2[CH:19]=[CH:18][CH:17]=[CH:16][CH:15]=2)=[O:11])[C:6](=[O:20])[N:5]1[C:21]1[CH:26]=[CH:25][CH:24]=[CH:23][CH:22]=1.[C:28]([NH:35][CH2:36][C:37](O)=[O:38])([O:30][C:31]([CH3:34])([CH3:33])[CH3:32])=[O:29].CCN=C=NCCCN(C)C, predict the reaction product. The product is: [C:31]([O:30][C:28]([NH:35][CH2:36][C:37]([O:1][C@H:2]([CH3:27])[CH2:3][N:4]1[C:8]([CH3:9])=[C:7]([C:10]([O:12][CH2:13][C:14]2[CH:15]=[CH:16][CH:17]=[CH:18][CH:19]=2)=[O:11])[C:6](=[O:20])[N:5]1[C:21]1[CH:22]=[CH:23][CH:24]=[CH:25][CH:26]=1)=[O:38])=[O:29])([CH3:34])([CH3:33])[CH3:32]. (2) Given the reactants [O:1]=[C:2]1[N:11]2[C:6]([CH:7]=[CH:8][CH:9]=[CH:10]2)=[CH:5][CH:4]=[C:3]1[C:12]([O:14][CH2:15][CH3:16])=[O:13].[Br:17]Br.C(OCC)(=O)C, predict the reaction product. The product is: [Br:17][C:5]1[CH:4]=[C:3]([C:12]([O:14][CH2:15][CH3:16])=[O:13])[C:2](=[O:1])[N:11]2[C:6]=1[CH:7]=[CH:8][CH:9]=[CH:10]2.